This data is from Forward reaction prediction with 1.9M reactions from USPTO patents (1976-2016). The task is: Predict the product of the given reaction. (1) Given the reactants C(N(CC)CC)C.Cl[C:9]1[CH:18]=[CH:17][C:16]2[C:11](=[CH:12][CH:13]=[CH:14][CH:15]=2)[N:10]=1.[NH:19]1[CH2:24][CH2:23][CH:22]([OH:25])[CH2:21][CH2:20]1, predict the reaction product. The product is: [N:10]1[C:11]2[C:16](=[CH:15][CH:14]=[CH:13][CH:12]=2)[CH:17]=[CH:18][C:9]=1[N:19]1[CH2:24][CH2:23][CH:22]([OH:25])[CH2:21][CH2:20]1. (2) Given the reactants [CH3:1][S:2]([C:5]1[CH:10]=[CH:9][C:8]([C:11]2[CH:16]=[CH:15][C:14]([O:17][CH:18]([CH:20]3[CH2:25][CH2:24][NH:23][CH2:22][CH2:21]3)[CH3:19])=[CH:13][N:12]=2)=[CH:7][CH:6]=1)(=[O:4])=[O:3].C(N(C(C)C)CC)(C)C.Cl[C:36]([O:38][CH:39]([CH3:41])[CH3:40])=[O:37], predict the reaction product. The product is: [CH3:1][S:2]([C:5]1[CH:10]=[CH:9][C:8]([C:11]2[N:12]=[CH:13][C:14]([O:17][CH:18]([CH:20]3[CH2:25][CH2:24][N:23]([C:36]([O:38][CH:39]([CH3:41])[CH3:40])=[O:37])[CH2:22][CH2:21]3)[CH3:19])=[CH:15][CH:16]=2)=[CH:7][CH:6]=1)(=[O:3])=[O:4].